From a dataset of Reaction yield outcomes from USPTO patents with 853,638 reactions. Predict the reaction yield, written as a fraction of the theoretical maximum amount of product (1.0 means a 100% yield; for example, 0.34 means a 34% yield). (1) The yield is 0.730. The catalyst is C(Cl)Cl.CO.C(Cl)Cl. The product is [NH2:20][C:17]1[C:16]([C:21]([NH:22][C:23]2[CH:28]=[CH:27][CH:26]=[CH:25][N:24]=2)=[O:29])=[N:15][C:14]([N:11]2[CH2:10][CH2:9][NH:8][CH2:13][CH2:12]2)=[CH:19][N:18]=1. The reactants are C(OC([N:8]1[CH2:13][CH2:12][N:11]([C:14]2[CH:19]=[N:18][C:17]([NH2:20])=[C:16]([C:21](=[O:29])[NH:22][C:23]3[CH:28]=[CH:27][CH:26]=[CH:25][N:24]=3)[N:15]=2)[CH2:10][CH2:9]1)=O)(C)(C)C.C(O)(C(F)(F)F)=O. (2) The reactants are [CH2:1]([O:8][C:9]1[C:10]([NH:15][NH2:16])=[N:11][CH:12]=[CH:13][CH:14]=1)[C:2]1[CH:7]=[CH:6][CH:5]=[CH:4][CH:3]=1.[CH2:17](OC(OCC)OCC)C. No catalyst specified. The product is [CH2:1]([O:8][C:9]1[C:10]2[N:11]([CH:17]=[N:16][N:15]=2)[CH:12]=[CH:13][CH:14]=1)[C:2]1[CH:3]=[CH:4][CH:5]=[CH:6][CH:7]=1. The yield is 0.760. (3) The catalyst is CN(C=O)C. The reactants are [NH2:1][C:2]1[NH:6][N:5]=[C:4]([C:7]2[CH:12]=[CH:11][C:10]([O:13][C:14]3[CH:19]=[CH:18][CH:17]=[CH:16][CH:15]=3)=[CH:9][CH:8]=2)[C:3]=1[C:20]([NH2:22])=[O:21].C([O-])([O-])=O.[K+].[K+].F[C:30]1[CH:35]=[CH:34][C:33]([N+:36]([O-:38])=[O:37])=[CH:32][C:31]=1[CH2:39][CH2:40]O. The product is [N+:36]([C:33]1[CH:34]=[CH:35][C:30]2[N:6]3[N:5]=[C:4]([C:7]4[CH:8]=[CH:9][C:10]([O:13][C:14]5[CH:19]=[CH:18][CH:17]=[CH:16][CH:15]=5)=[CH:11][CH:12]=4)[C:3]([C:20]([NH2:22])=[O:21])=[C:2]3[NH:1][CH2:40][CH2:39][C:31]=2[CH:32]=1)([O-:38])=[O:37]. The yield is 0.111. (4) The reactants are C(OC([N:8]1[CH:13](C)[CH2:12]C(=O)[CH2:10][CH:9]1C)=O)(C)(C)C.[CH3:17][CH2:18][O:19][C:20]([CH2:22][C:23]([CH2:25][C:26]([O:28][CH2:29][CH3:30])=[O:27])=[O:24])=[O:21].C(=O)C. No catalyst specified. The product is [CH3:10][CH:9]1[CH:25]([C:26]([O:28][CH2:29][CH3:30])=[O:27])[C:23](=[O:24])[CH:22]([C:20]([O:19][CH2:18][CH3:17])=[O:21])[CH:13]([CH3:12])[NH:8]1. The yield is 0.540. (5) The reactants are [C:1]([O:4][CH2:5][C:6]1[C:11]([N:12]2[C:24](=[O:25])[C:23]3[S:22][C:21]4[CH2:20][CH2:19][CH2:18][CH2:17][C:16]=4[C:15]=3[CH2:14][CH2:13]2)=[CH:10][C:9]([F:26])=[CH:8][C:7]=1[C:27]1[CH:32]=[C:31]([NH:33][C:34]2[CH:38]=C(C3CC3)N[N:35]=2)[C:30](=[O:42])[N:29]([CH3:43])[CH:28]=1)(=[O:3])[CH3:2].BrC1C=C(NC2C=[CH:58][C:57]([CH:60]3[CH2:63][N:62]([CH2:64][CH3:65])[CH2:61]3)=[CH:56]N=2)C(=O)N(C)C=1.C(OCC1C(B2OC(C)(C)C(C)(C)O2)=CC=CC=1N1C(=O)C2SC3CCCCC=3C=2CC1)(=O)C. No catalyst specified. The product is [C:1]([O:4][CH2:5][C:6]1[C:11]([N:12]2[C:24](=[O:25])[C:23]3[S:22][C:21]4[CH2:20][CH2:19][CH2:18][CH2:17][C:16]=4[C:15]=3[CH2:14][CH2:13]2)=[CH:10][C:9]([F:26])=[CH:8][C:7]=1[C:27]1[CH:32]=[C:31]([NH:33][C:34]2[CH:38]=[CH:58][C:57]([CH:60]3[CH2:63][N:62]([CH2:64][CH3:65])[CH2:61]3)=[CH:56][N:35]=2)[C:30](=[O:42])[N:29]([CH3:43])[CH:28]=1)(=[O:3])[CH3:2]. The yield is 0.670.